Dataset: Reaction yield outcomes from USPTO patents with 853,638 reactions. Task: Predict the reaction yield, written as a fraction of the theoretical maximum amount of product (1.0 means a 100% yield; for example, 0.34 means a 34% yield). (1) The reactants are C(NC(C)C)(C)C.[C:8]12([CH3:18])[C:15]([CH3:17])([CH3:16])[CH:12]([CH2:13][CH2:14]1)[CH2:11][C:9]2=[O:10].[CH:19](=[O:21])[CH3:20].C(=O)([O-])O.[Na+]. The catalyst is C1COCC1.CCCCCC. The product is [OH:21][CH:19]([CH:11]1[CH:12]2[C:15]([CH3:17])([CH3:16])[C:8]([CH3:18])([CH2:14][CH2:13]2)[C:9]1=[O:10])[CH3:20]. The yield is 0.800. (2) The reactants are [Si]([O:8][CH2:9][CH2:10][CH2:11][C@@:12]1([C:35]2[CH:40]=[CH:39][C:38]([F:41])=[CH:37][CH:36]=2)[O:17][C:16](=[O:18])[N:15]([C@H:19]([C:21]2[CH:26]=[CH:25][C:24]([C:27]3[CH:32]=[CH:31][C:30](=[O:33])[N:29]([CH3:34])[CH:28]=3)=[CH:23][CH:22]=2)[CH3:20])[CH2:14][CH2:13]1)(C(C)(C)C)(C)C.CCCC[N+](CCCC)(CCCC)CCCC.[F-]. The catalyst is CC#N. The product is [F:41][C:38]1[CH:39]=[CH:40][C:35]([C@:12]2([CH2:11][CH2:10][CH2:9][OH:8])[O:17][C:16](=[O:18])[N:15]([C@H:19]([C:21]3[CH:26]=[CH:25][C:24]([C:27]4[CH:32]=[CH:31][C:30](=[O:33])[N:29]([CH3:34])[CH:28]=4)=[CH:23][CH:22]=3)[CH3:20])[CH2:14][CH2:13]2)=[CH:36][CH:37]=1. The yield is 0.0400.